This data is from Catalyst prediction with 721,799 reactions and 888 catalyst types from USPTO. The task is: Predict which catalyst facilitates the given reaction. (1) Reactant: [Br:1][C:2]1[CH:7]=[C:6]([N+:8]([O-:10])=[O:9])[CH:5]=[CH:4][C:3]=1F.[NH:12]1[CH2:16][CH2:15][CH2:14][CH2:13]1.C([O-])([O-])=O.[K+].[K+]. Product: [Br:1][C:2]1[CH:7]=[C:6]([N+:8]([O-:10])=[O:9])[CH:5]=[CH:4][C:3]=1[N:12]1[CH2:16][CH2:15][CH2:14][CH2:13]1. The catalyst class is: 18. (2) Reactant: [C:1]([O:5][C:6]([N:8]1[CH2:13][CH2:12][C:11](=O)[CH2:10][CH2:9]1)=[O:7])([CH3:4])([CH3:3])[CH3:2].[CH2:15]([NH2:17])[CH3:16].[CH3:18][O:19][C:20]1[CH:25]=[CH:24][C:23]([S:26](Cl)(=[O:28])=[O:27])=[CH:22][CH:21]=1. Product: [C:1]([O:5][C:6]([N:8]1[CH2:13][CH2:12][CH:11]([N:17]([CH2:15][CH3:16])[S:26]([C:23]2[CH:22]=[CH:21][C:20]([O:19][CH3:18])=[CH:25][CH:24]=2)(=[O:28])=[O:27])[CH2:10][CH2:9]1)=[O:7])([CH3:4])([CH3:3])[CH3:2]. The catalyst class is: 76. (3) Reactant: C(OC([N:8]1[CH2:13][CH2:12][CH:11]([C:14]2[CH:35]=[CH:34][C:17]3[C:18]4[N:22]([CH2:23][CH2:24][O:25][C:16]=3[CH:15]=2)[CH:21]=[C:20]([C:26]2[N:27]([CH:31]([CH3:33])[CH3:32])[N:28]=[CH:29][N:30]=2)[N:19]=4)[CH2:10][CH2:9]1)=O)(C)(C)C.[C:36]([OH:42])([C:38]([F:41])([F:40])[F:39])=[O:37]. Product: [F:39][C:38]([F:41])([F:40])[C:36]([OH:42])=[O:37].[CH:31]([N:27]1[C:26]([C:20]2[N:19]=[C:18]3[N:22]([CH2:23][CH2:24][O:25][C:16]4[CH:15]=[C:14]([CH:11]5[CH2:12][CH2:13][NH:8][CH2:9][CH2:10]5)[CH:35]=[CH:34][C:17]=43)[CH:21]=2)=[N:30][CH:29]=[N:28]1)([CH3:33])[CH3:32]. The catalyst class is: 2.